From a dataset of Drug-target binding data from BindingDB using IC50 measurements. Regression. Given a target protein amino acid sequence and a drug SMILES string, predict the binding affinity score between them. We predict pIC50 (pIC50 = -log10(IC50 in M); higher means more potent). Dataset: bindingdb_ic50. The compound is NCCCNCCCCCC(=O)O. The target protein (Q48935) has sequence MRVIFSEDHKLRNAKTELYGGELVPPFEAPFRAEWILAAVKEAGFDDVVAPARHGLETVLKVHDAGYLNFLETAWDRWKAAGYKGEAIATSFPVRRTSPRIPTDIEGQIGYYCNAAETAISPGTWEAALSSMASAIDGADLIAAGHKAAFSLCRPPGHHAGIDMFGGYCFINNAAVAAQRLLDKGAKKIAILDVDFHHGNGTQDIFYERGDVFFASLHGDPAEAFPHFLGYAEETGKGAGAGTTANYPMGRGTPYSVWGEALTDSLKRIAAFGAEAIVVSLGVDTFEQDPISFFKLTSPDYITMGRTIAASGVPLLVVMEGGYGVPEIGLNVANVLKGVAG. The pIC50 is 2.7.